This data is from Forward reaction prediction with 1.9M reactions from USPTO patents (1976-2016). The task is: Predict the product of the given reaction. (1) Given the reactants [Cl:1][C:2]1[CH:3]=[C:4]([C:12]2[O:16][N:15]=[C:14]([C:17]3[C:25]([CH2:26][CH3:27])=[CH:24][C:23]4[C:19](=[CH:20][N:21]([CH2:28][CH2:29][CH2:30][C:31]([O:33]CC)=[O:32])[N:22]=4)[CH:18]=3)[N:13]=2)[CH:5]=[N:6][C:7]=1[O:8][CH:9]([CH3:11])[CH3:10].[OH-].[Na+], predict the reaction product. The product is: [Cl:1][C:2]1[CH:3]=[C:4]([C:12]2[O:16][N:15]=[C:14]([C:17]3[C:25]([CH2:26][CH3:27])=[CH:24][C:23]4[C:19](=[CH:20][N:21]([CH2:28][CH2:29][CH2:30][C:31]([OH:33])=[O:32])[N:22]=4)[CH:18]=3)[N:13]=2)[CH:5]=[N:6][C:7]=1[O:8][CH:9]([CH3:11])[CH3:10]. (2) The product is: [CH3:1][O:2][C:3]1[C:7]([C:8]([NH2:22])=[O:9])=[CH:6][N:5]([C:11]2[CH:12]=[N:13][C:14]([C:17]([F:20])([F:19])[F:18])=[N:15][CH:16]=2)[N:4]=1. Given the reactants [CH3:1][O:2][C:3]1[C:7]([C:8](O)=[O:9])=[CH:6][N:5]([C:11]2[CH:12]=[N:13][C:14]([C:17]([F:20])([F:19])[F:18])=[N:15][CH:16]=2)[N:4]=1.C[N:22](C(ON1N=NC2C=CC=NC1=2)=[N+](C)C)C.F[P-](F)(F)(F)(F)F.CCN(C(C)C)C(C)C.[NH4+].[Cl-], predict the reaction product. (3) Given the reactants [Cl:1][C:2]1[CH:3]=[C:4]([S:8]([NH:11][C:12]2[CH:20]=[CH:19][C:15]([C:16]([OH:18])=[O:17])=[C:14]([OH:21])[CH:13]=2)(=[O:10])=[O:9])[S:5][C:6]=1[Cl:7].[CH3:22][O:23][CH2:24][CH:25](O)[CH2:26][CH3:27], predict the reaction product. The product is: [Cl:1][C:2]1[CH:3]=[C:4]([S:8]([NH:11][C:12]2[CH:20]=[CH:19][C:15]([C:16]([O:18][CH:25]([CH2:24][O:23][CH3:22])[CH2:26][CH3:27])=[O:17])=[C:14]([OH:21])[CH:13]=2)(=[O:9])=[O:10])[S:5][C:6]=1[Cl:7]. (4) Given the reactants [NH2:1][C:2]1[C:3]2[C:10]([C:11]3[CH:16]=[CH:15][CH:14]=[C:13]([O:17][CH2:18][C:19]4[CH:24]=[CH:23][CH:22]=[CH:21][CH:20]=4)[CH:12]=3)=[CH:9][N:8]([C@H:25]3[CH2:28][C@H:27]([CH2:29][N:30]4C(=O)C5C(=CC=CC=5)C4=O)[CH2:26]3)[C:4]=2[N:5]=[CH:6][N:7]=1.O.NN, predict the reaction product. The product is: [NH2:30][CH2:29][C@H:27]1[CH2:26][C@H:25]([N:8]2[C:4]3[N:5]=[CH:6][N:7]=[C:2]([NH2:1])[C:3]=3[C:10]([C:11]3[CH:16]=[CH:15][CH:14]=[C:13]([O:17][CH2:18][C:19]4[CH:24]=[CH:23][CH:22]=[CH:21][CH:20]=4)[CH:12]=3)=[CH:9]2)[CH2:28]1. (5) Given the reactants [F:1][C:2]1[CH:3]=[C:4]([C@@:9]2([CH3:25])[N:18]([CH2:19][C:20](OC)=[O:21])[C:17](=[O:24])[C:12]3([CH2:16][CH2:15][CH2:14][CH2:13]3)[NH:11][CH2:10]2)[CH:5]=[C:6]([F:8])[CH:7]=1.[H-].[H-].[H-].[H-].[Li+].[Al+3], predict the reaction product. The product is: [F:1][C:2]1[CH:3]=[C:4]([C@@:9]2([CH3:25])[N:18]([CH2:19][CH2:20][OH:21])[C:17](=[O:24])[C:12]3([CH2:16][CH2:15][CH2:14][CH2:13]3)[NH:11][CH2:10]2)[CH:5]=[C:6]([F:8])[CH:7]=1.